This data is from Peptide-MHC class I binding affinity with 185,985 pairs from IEDB/IMGT. The task is: Regression. Given a peptide amino acid sequence and an MHC pseudo amino acid sequence, predict their binding affinity value. This is MHC class I binding data. The peptide sequence is SPETQQMII. The MHC is HLA-B35:01 with pseudo-sequence HLA-B35:01. The binding affinity (normalized) is 0.377.